Task: Predict the reactants needed to synthesize the given product.. Dataset: Full USPTO retrosynthesis dataset with 1.9M reactions from patents (1976-2016) (1) Given the product [F:1][C:2]([F:21])([F:20])[S:3]([O:22][C:23]1[CH:32]=[CH:31][CH:30]=[C:29]2[C:24]=1[CH2:25][CH2:26][C:27](=[O:33])[NH:28]2)(=[O:5])=[O:4], predict the reactants needed to synthesize it. The reactants are: [F:1][C:2]([F:21])([F:20])[S:3](N(C1C=CC=CC=1)[S:3]([C:2]([F:21])([F:20])[F:1])(=[O:5])=[O:4])(=[O:5])=[O:4].[OH:22][C:23]1[CH:32]=[CH:31][CH:30]=[C:29]2[C:24]=1[CH2:25][CH2:26][C:27](=[O:33])[NH:28]2.C(N(CC)CC)C. (2) Given the product [F:20][C:21]1[CH:26]=[CH:25][C:24]([C:2]2[CH:3]=[N:4][C:5]3[N:6]([CH:8]=[C:9]([CH2:11][O:12][C:13]4[CH:18]=[CH:17][N:16]=[C:15]([F:19])[CH:14]=4)[N:10]=3)[CH:7]=2)=[C:23]([O:30][CH3:31])[CH:22]=1, predict the reactants needed to synthesize it. The reactants are: Br[C:2]1[CH:3]=[N:4][C:5]2[N:6]([CH:8]=[C:9]([CH2:11][O:12][C:13]3[CH:18]=[CH:17][N:16]=[C:15]([F:19])[CH:14]=3)[N:10]=2)[CH:7]=1.[F:20][C:21]1[CH:26]=[CH:25][C:24](B(O)O)=[C:23]([O:30][CH3:31])[CH:22]=1. (3) Given the product [CH2:21]([C:4]1([OH:19])[C:5]2[C:10](=[CH:9][C:8]([C:11]3[N:15]([CH3:16])[C:14]([C:17]#[N:18])=[CH:13][CH:12]=3)=[CH:7][CH:6]=2)[C:2]([CH3:20])([CH3:1])[CH2:3]1)[CH3:22], predict the reactants needed to synthesize it. The reactants are: [CH3:1][C:2]1([CH3:20])[C:10]2[C:5](=[CH:6][CH:7]=[C:8]([C:11]3[N:15]([CH3:16])[C:14]([C:17]#[N:18])=[CH:13][CH:12]=3)[CH:9]=2)[C:4](=[O:19])[CH2:3]1.[CH2:21]([Mg]Br)[CH3:22]. (4) Given the product [C:1]([C:5]1[N:10]=[CH:9][C:8]([C:11]2[N:12]([C:32]([N:34]3[CH2:39][CH2:38][CH:37]([CH2:40][C:41]([NH:52][C:51]4[CH:53]=[CH:54][C:48]([F:47])=[CH:49][CH:50]=4)=[O:43])[CH2:36][CH2:35]3)=[O:33])[C@@:13]([C:25]3[CH:30]=[CH:29][C:28]([Cl:31])=[CH:27][CH:26]=3)([CH3:24])[C@@:14]([C:17]3[CH:22]=[CH:21][C:20]([Cl:23])=[CH:19][CH:18]=3)([CH3:16])[N:15]=2)=[C:7]([O:44][CH2:45][CH3:46])[CH:6]=1)([CH3:2])([CH3:3])[CH3:4], predict the reactants needed to synthesize it. The reactants are: [C:1]([C:5]1[N:10]=[CH:9][C:8]([C:11]2[N:12]([C:32]([N:34]3[CH2:39][CH2:38][CH:37]([CH2:40][C:41]([OH:43])=O)[CH2:36][CH2:35]3)=[O:33])[C@@:13]([C:25]3[CH:30]=[CH:29][C:28]([Cl:31])=[CH:27][CH:26]=3)([CH3:24])[C@@:14]([C:17]3[CH:22]=[CH:21][C:20]([Cl:23])=[CH:19][CH:18]=3)([CH3:16])[N:15]=2)=[C:7]([O:44][CH2:45][CH3:46])[CH:6]=1)([CH3:4])([CH3:3])[CH3:2].[F:47][C:48]1[CH:54]=[CH:53][C:51]([NH2:52])=[CH:50][CH:49]=1. (5) Given the product [Br:1][C:2]1[CH:7]=[CH:6][N:5]=[C:4]([NH:9][CH2:10][CH:11]([OH:23])[CH2:12][N:13]2[CH2:22][CH2:21][C:20]3[C:15](=[CH:16][CH:17]=[CH:18][CH:19]=3)[CH2:14]2)[CH:3]=1, predict the reactants needed to synthesize it. The reactants are: [Br:1][C:2]1[CH:7]=[CH:6][N:5]=[C:4](F)[CH:3]=1.[NH2:9][CH2:10][CH:11]([OH:23])[CH2:12][N:13]1[CH2:22][CH2:21][C:20]2[C:15](=[CH:16][CH:17]=[CH:18][CH:19]=2)[CH2:14]1.O. (6) Given the product [CH3:22][O:21][C:19]1[CH:18]=[C:17]([CH:16]=[C:15]([O:14][CH3:13])[CH:20]=1)[O:23][C:2]1[CH:9]=[CH:8][C:7]([N+:10]([O-:12])=[O:11])=[CH:6][C:3]=1[CH:4]=[O:5], predict the reactants needed to synthesize it. The reactants are: Cl[C:2]1[CH:9]=[CH:8][C:7]([N+:10]([O-:12])=[O:11])=[CH:6][C:3]=1[CH:4]=[O:5].[CH3:13][O:14][C:15]1[CH:16]=[C:17]([OH:23])[CH:18]=[C:19]([O:21][CH3:22])[CH:20]=1.C(=O)([O-])[O-].[K+].[K+]. (7) Given the product [Cl:1][C:2]1[S:3][C:4]([C:7](=[O:14])[CH2:8][NH:9][CH:10]=[O:11])=[CH:5][CH:6]=1, predict the reactants needed to synthesize it. The reactants are: [Cl:1][C:2]1[S:3][C:4]([C:7](=[O:14])[CH2:8][N:9](C=O)[CH:10]=[O:11])=[CH:5][CH:6]=1.[OH-].[K+].C(O)C. (8) Given the product [CH3:1][C:2]1[N:6]([CH2:7][C:8]2[CH:9]=[CH:10][C:11]([CH2:14][CH2:15][CH:16]=[O:17])=[N:12][CH:13]=2)[N:5]=[C:4]([C:18]2[O:22][N:21]=[C:20]([C:23]3[CH:28]=[CH:27][C:26]([O:29][C:30]([F:33])([F:32])[F:31])=[CH:25][CH:24]=3)[N:19]=2)[CH:3]=1, predict the reactants needed to synthesize it. The reactants are: [CH3:1][C:2]1[N:6]([CH2:7][C:8]2[CH:9]=[CH:10][C:11]([CH2:14][CH2:15][CH2:16][OH:17])=[N:12][CH:13]=2)[N:5]=[C:4]([C:18]2[O:22][N:21]=[C:20]([C:23]3[CH:28]=[CH:27][C:26]([O:29][C:30]([F:33])([F:32])[F:31])=[CH:25][CH:24]=3)[N:19]=2)[CH:3]=1.CC(OI1(OC(C)=O)(OC(C)=O)OC(=O)C2C1=CC=CC=2)=O.C(=O)(O)[O-].[Na+]. (9) Given the product [OH:43][CH2:42][CH2:44][NH:45][C:5]1[N:6]=[C:7]([C:38]([F:39])([F:40])[F:41])[C:8]2[C:13]([C:14]3[CH:15]=[CH:16][CH:17]=[CH:18][CH:19]=3)=[C:12]([C:20]3[CH:25]=[CH:24][C:23]([C:26]4([NH:30][C:31](=[O:37])[O:32][C:33]([CH3:35])([CH3:34])[CH3:36])[CH2:29][CH2:28][CH2:27]4)=[CH:22][CH:21]=3)[O:11][C:9]=2[N:10]=1, predict the reactants needed to synthesize it. The reactants are: CS([C:5]1[N:6]=[C:7]([C:38]([F:41])([F:40])[F:39])[C:8]2[C:13]([C:14]3[CH:19]=[CH:18][CH:17]=[CH:16][CH:15]=3)=[C:12]([C:20]3[CH:25]=[CH:24][C:23]([C:26]4([NH:30][C:31](=[O:37])[O:32][C:33]([CH3:36])([CH3:35])[CH3:34])[CH2:29][CH2:28][CH2:27]4)=[CH:22][CH:21]=3)[O:11][C:9]=2[N:10]=1)(=O)=O.[CH2:42]([CH2:44][NH2:45])[OH:43]. (10) The reactants are: Cl[C:2]1[N:24]=[C:5]2[C:6]([NH:10][CH2:11][C:12]3[C:13]([N:18]([CH3:23])[S:19]([CH3:22])(=[O:21])=[O:20])=[N:14][CH:15]=[CH:16][CH:17]=3)=[CH:7][CH:8]=[CH:9][N:4]2[N:3]=1.[N:25]1([CH2:30][CH2:31][O:32][C:33]2[CH:38]=[CH:37][C:36]([NH2:39])=[CH:35][CH:34]=2)[CH2:29][CH2:28][CH2:27][CH2:26]1.C1(P(C2CCCCC2)C2C=CC=CC=2C2C=CC=CC=2P(C2CCCCC2)C2CCCCC2)CCCCC1. Given the product [CH3:23][N:18]([C:13]1[C:12]([CH2:11][NH:10][C:6]2[C:5]3[N:4]([N:3]=[C:2]([NH:39][C:36]4[CH:37]=[CH:38][C:33]([O:32][CH2:31][CH2:30][N:25]5[CH2:29][CH2:28][CH2:27][CH2:26]5)=[CH:34][CH:35]=4)[N:24]=3)[CH:9]=[CH:8][CH:7]=2)=[CH:17][CH:16]=[CH:15][N:14]=1)[S:19]([CH3:22])(=[O:21])=[O:20], predict the reactants needed to synthesize it.